From a dataset of Full USPTO retrosynthesis dataset with 1.9M reactions from patents (1976-2016). Predict the reactants needed to synthesize the given product. (1) Given the product [NH2:15][C@@H:11]([C:12]([O:14][CH2:16][CH3:17])=[O:13])[C:8]1[CH:7]=[CH:6][CH:5]=[CH:10][CH:9]=1.[ClH:3], predict the reactants needed to synthesize it. The reactants are: O=S(Cl)[Cl:3].[CH:5]1[CH:10]=[CH:9][C:8]([C@@H:11]([NH2:15])[C:12]([OH:14])=[O:13])=[CH:7][CH:6]=1.[CH3:16][CH2:17]O. (2) Given the product [CH3:25][O:26][C:27]([NH:29][C@@H:30]([CH:41]([CH3:43])[CH3:42])[C:31]([N:33]1[CH2:37][CH2:36][CH2:35][C@H:34]1[C:38]([O:40][CH2:11][C:12]([C:14]1[CH:23]=[CH:22][C:21]2[C:16](=[CH:17][CH:18]=[C:19]([Br:24])[CH:20]=2)[CH:15]=1)=[O:13])=[O:39])=[O:32])=[O:28], predict the reactants needed to synthesize it. The reactants are: C(N(C(C)C)CC)(C)C.Br[CH2:11][C:12]([C:14]1[CH:23]=[CH:22][C:21]2[C:16](=[CH:17][CH:18]=[C:19]([Br:24])[CH:20]=2)[CH:15]=1)=[O:13].[CH3:25][O:26][C:27]([NH:29][C@@H:30]([CH:41]([CH3:43])[CH3:42])[C:31]([N:33]1[CH2:37][CH2:36][CH2:35][C@H:34]1[C:38]([OH:40])=[O:39])=[O:32])=[O:28]. (3) Given the product [F:11][C:8]([F:9])([F:10])[C:5]1[CH:6]=[CH:7][C:2]([O:1][CH2:20][CH:22]2[CH2:23][O:24]2)=[CH:3][CH:4]=1, predict the reactants needed to synthesize it. The reactants are: [OH:1][C:2]1[CH:7]=[CH:6][C:5]([C:8]([F:11])([F:10])[F:9])=[CH:4][CH:3]=1.C(=O)([O-])[O-].[K+].[K+].[I-].[K+].[CH2:20]([CH:22]1[O:24][CH2:23]1)Cl. (4) The reactants are: [CH3:1][O:2][C:3](=[O:15])[C:4]1[CH:9]=[CH:8][C:7]([C:10](=[O:14])[CH2:11][CH2:12][CH3:13])=[CH:6][CH:5]=1.[BH4-].[Na+]. Given the product [CH3:1][O:2][C:3](=[O:15])[C:4]1[CH:9]=[CH:8][C:7]([CH:10]([OH:14])[CH2:11][CH2:12][CH3:13])=[CH:6][CH:5]=1, predict the reactants needed to synthesize it. (5) Given the product [Br:1][C:2]1[CH:10]=[C:9]([O:11][CH3:12])[CH:8]=[CH:7][C:3]=1[C:4]([N:46]1[CH2:47][CH:48]2[CH2:13][N:14]([C:16]([O:19][C:34]([CH3:38])([CH3:35])[CH3:33])=[O:17])[CH2:15][CH:50]2[CH2:49]1)=[O:6], predict the reactants needed to synthesize it. The reactants are: [Br:1][C:2]1[CH:10]=[C:9]([O:11][CH3:12])[CH:8]=[CH:7][C:3]=1[C:4]([OH:6])=O.[CH3:13][N:14]([CH:16]=[O:17])[CH3:15].C(Cl)(C(Cl)=O)=[O:19].CC1C=C(C)N=C(N2C[CH:38]3[CH:34]([CH2:35]NC3)[CH2:33]2)N=1.CC(O)=O.CC[N:46]([CH2:49][CH3:50])[CH2:47][CH3:48].OS([O-])(=O)=O.[K+]. (6) The reactants are: Cl.Cl.[NH:3]1[CH2:7][CH2:6][C@@H:5]([NH:8][C:9]2[N:10]=[CH:11][C:12](/[CH:15]=[CH:16]/[C:17]([O:19][CH3:20])=[O:18])=[N:13][CH:14]=2)[CH2:4]1.C(N(CC)C(C)C)(C)C.[CH3:30][O:31][C:32]1[CH:39]=[CH:38][CH:37]=[CH:36][C:33]=1[CH:34]=O.C(O[BH-](OC(=O)C)OC(=O)C)(=O)C.[Na+].C([O-])(O)=O.[Na+]. Given the product [CH3:30][O:31][C:32]1[CH:39]=[CH:38][CH:37]=[CH:36][C:33]=1[CH2:34][N:3]1[CH2:7][CH2:6][C@@H:5]([NH:8][C:9]2[N:10]=[CH:11][C:12](/[CH:15]=[CH:16]/[C:17]([O:19][CH3:20])=[O:18])=[N:13][CH:14]=2)[CH2:4]1, predict the reactants needed to synthesize it.